From a dataset of Full USPTO retrosynthesis dataset with 1.9M reactions from patents (1976-2016). Predict the reactants needed to synthesize the given product. (1) Given the product [Cl:21][CH2:20][C:19]([NH:18][CH2:17][C:6]1[C:7]([OH:15])=[CH:8][C:9]([C:11]([CH3:14])([CH3:13])[CH3:12])=[CH:10][C:5]=1[C:1]([CH3:4])([CH3:3])[CH3:2])=[O:22], predict the reactants needed to synthesize it. The reactants are: [C:1]([C:5]1[CH:6]=[C:7]([OH:15])[CH:8]=[C:9]([C:11]([CH3:14])([CH3:13])[CH3:12])[CH:10]=1)([CH3:4])([CH3:3])[CH3:2].O[CH2:17][NH:18][C:19](=[O:22])[CH2:20][Cl:21].S(=O)(=O)(O)O.C([O-])(O)=O.[Na+]. (2) Given the product [Cl:18][C:19]1[C:24]([S:25]([N:3]([CH3:2])[C:4]2[CH:5]=[CH:6][CH:7]=[C:8]3[C:12]=2[NH:11][C:10]([C:13]2[S:14][CH:15]=[CH:16][N:17]=2)=[CH:9]3)(=[O:27])=[O:26])=[CH:23][CH:22]=[CH:21][N:20]=1, predict the reactants needed to synthesize it. The reactants are: Cl.[CH3:2][NH:3][C:4]1[CH:5]=[CH:6][CH:7]=[C:8]2[C:12]=1[NH:11][C:10]([C:13]1[S:14][CH:15]=[CH:16][N:17]=1)=[CH:9]2.[Cl:18][C:19]1[C:24]([S:25](Cl)(=[O:27])=[O:26])=[CH:23][CH:22]=[CH:21][N:20]=1. (3) Given the product [C:1]([O:5][C:6]([NH:8][CH2:9][CH2:10][CH2:11][O:12][C:13]1[CH:21]=[C:20]([O:22][CH3:23])[CH:19]=[CH:18][C:14]=1[C:15]([NH:45][C:44]1[CH:43]=[CH:42][N:41]=[CH:40][C:39]=1[NH:38][C:36](=[O:37])[C:35]1[CH:34]=[CH:33][C:32]([O:31][CH3:30])=[CH:47][CH:46]=1)=[O:17])=[O:7])([CH3:2])([CH3:3])[CH3:4], predict the reactants needed to synthesize it. The reactants are: [C:1]([O:5][C:6]([NH:8][CH2:9][CH2:10][CH2:11][O:12][C:13]1[CH:21]=[C:20]([O:22][CH3:23])[CH:19]=[CH:18][C:14]=1[C:15]([OH:17])=O)=[O:7])([CH3:4])([CH3:3])[CH3:2].C(Cl)(=O)C(Cl)=O.[CH3:30][O:31][C:32]1[CH:47]=[CH:46][C:35]([C:36]([NH:38][C:39]2[CH:40]=[N:41][CH:42]=[CH:43][C:44]=2[NH2:45])=[O:37])=[CH:34][CH:33]=1.N1C=CC=CC=1. (4) The reactants are: [H-].[Na+].[Cl:3][C:4]1[CH:5]=[C:6]2[C:10](=[CH:11][CH:12]=1)[NH:9][C:8](=[O:13])[C:7]2=[O:14].[CH3:15][O:16][C:17](=[O:24])[CH:18](Br)[CH2:19][CH:20]([CH3:22])[CH3:21]. Given the product [CH3:15][O:16][C:17](=[O:24])[CH:18]([N:9]1[C:10]2[C:6](=[CH:5][C:4]([Cl:3])=[CH:12][CH:11]=2)[C:7](=[O:14])[C:8]1=[O:13])[CH2:19][CH:20]([CH3:22])[CH3:21], predict the reactants needed to synthesize it. (5) Given the product [CH:1]1([NH:6][C:7]2[C:12]([CH:13]=[CH:26][N+:27]([O-:29])=[O:28])=[CH:11][N:10]=[C:9]([S:15][CH3:16])[N:8]=2)[CH2:5][CH2:4][CH2:3][CH2:2]1, predict the reactants needed to synthesize it. The reactants are: [CH:1]1([NH:6][C:7]2[C:12]([CH:13]=O)=[CH:11][N:10]=[C:9]([S:15][CH3:16])[N:8]=2)[CH2:5][CH2:4][CH2:3][CH2:2]1.CNC1C(C=[CH:26][N+:27]([O-:29])=[O:28])=CN=C(SC)N=1. (6) Given the product [Cl:1][C:2]1[CH:3]=[C:4]([C:8]2[N:33]([CH3:32])[C:35]3[C:40]([C:9]=2[CH2:10][CH2:11][CH2:12][N:13]2[CH2:18][CH2:17][CH:16]([C:19]4[CH:20]=[C:21]([NH:25][C:26](=[O:30])[CH:27]([CH3:29])[CH3:28])[CH:22]=[CH:23][CH:24]=4)[CH2:15][CH2:14]2)=[CH:39][CH:38]=[CH:37][CH:36]=3)[CH:5]=[CH:6][CH:7]=1, predict the reactants needed to synthesize it. The reactants are: [Cl:1][C:2]1[CH:3]=[C:4]([C:8](=O)[CH2:9][CH2:10][CH2:11][CH2:12][N:13]2[CH2:18][CH2:17][CH:16]([C:19]3[CH:20]=[C:21]([NH:25][C:26](=[O:30])[CH:27]([CH3:29])[CH3:28])[CH:22]=[CH:23][CH:24]=3)[CH2:15][CH2:14]2)[CH:5]=[CH:6][CH:7]=1.[CH3:32][N:33]([C:35]1[CH:40]=[CH:39][CH:38]=[CH:37][CH:36]=1)N. (7) Given the product [F:32][C:26]1[CH:27]=[CH:28][CH:29]=[C:30]([F:31])[C:25]=1[NH:24][C:22](=[O:23])[C:21]1[CH:33]=[C:17]([C:9]2[N:10]=[C:11]3[CH:16]=[CH:15][CH:14]=[CH:13][N:12]3[C:8]=2[C:6]2[CH:5]=[CH:4][N:3]=[C:2]([NH:44][C:42]3[CH:43]=[C:38]([CH2:36][CH3:37])[C:39]([N:48]4[CH2:49][CH2:50][CH:51]([N:54]5[CH2:55][CH2:56][N:57]([S:60]([CH3:63])(=[O:62])=[O:61])[CH2:58][CH2:59]5)[CH2:52][CH2:53]4)=[CH:40][C:41]=3[O:45][CH2:46][CH3:47])[N:7]=2)[CH:18]=[CH:19][C:20]=1[O:34][CH3:35], predict the reactants needed to synthesize it. The reactants are: Cl[C:2]1[N:7]=[C:6]([C:8]2[N:12]3[CH:13]=[CH:14][CH:15]=[CH:16][C:11]3=[N:10][C:9]=2[C:17]2[CH:18]=[CH:19][C:20]([O:34][CH3:35])=[C:21]([CH:33]=2)[C:22]([NH:24][C:25]2[C:30]([F:31])=[CH:29][CH:28]=[CH:27][C:26]=2[F:32])=[O:23])[CH:5]=[CH:4][N:3]=1.[CH2:36]([C:38]1[C:39]([N:48]2[CH2:53][CH2:52][CH:51]([N:54]3[CH2:59][CH2:58][N:57]([S:60]([CH3:63])(=[O:62])=[O:61])[CH2:56][CH2:55]3)[CH2:50][CH2:49]2)=[CH:40][C:41]([O:45][CH2:46][CH3:47])=[C:42]([NH2:44])[CH:43]=1)[CH3:37].Cl.